Regression. Given two drug SMILES strings and cell line genomic features, predict the synergy score measuring deviation from expected non-interaction effect. From a dataset of NCI-60 drug combinations with 297,098 pairs across 59 cell lines. Drug 1: CC12CCC3C(C1CCC2=O)CC(=C)C4=CC(=O)C=CC34C. Drug 2: CC1=C(C=C(C=C1)C(=O)NC2=CC(=CC(=C2)C(F)(F)F)N3C=C(N=C3)C)NC4=NC=CC(=N4)C5=CN=CC=C5. Cell line: SNB-19. Synergy scores: CSS=33.4, Synergy_ZIP=-0.263, Synergy_Bliss=-0.974, Synergy_Loewe=-2.47, Synergy_HSA=-3.07.